From a dataset of Catalyst prediction with 721,799 reactions and 888 catalyst types from USPTO. Predict which catalyst facilitates the given reaction. (1) Reactant: [C:1]1([O:7][CH3:8])[CH:6]=[CH:5][CH:4]=[CH:3][CH:2]=1.[Cl:9][C:10]1[CH:15]=[C:14](Cl)[C:13]([N+:17]([O-:19])=[O:18])=[CH:12][N:11]=1.C([N:22](CC)CC)C.O. Product: [Cl:9][C:10]1[CH:15]=[C:14]([NH:22][C:4]2[CH:5]=[CH:6][C:1]([O:7][CH3:8])=[CH:2][CH:3]=2)[C:13]([N+:17]([O-:19])=[O:18])=[CH:12][N:11]=1. The catalyst class is: 1. (2) Reactant: CN(C)C1C=CC=CC=1.[Cl:10][C:11]1[C:19]2[C:18]([O:20][C:21]3[CH:26]=[C:25]([N+:27]([O-])=O)[CH:24]=[C:23]([F:30])[CH:22]=3)=[N:17][C:16]([NH:31][C:32]3[CH:37]=[CH:36][C:35]([N:38]4[CH2:43][CH2:42][N:41]([CH3:44])[CH2:40][CH2:39]4)=[CH:34][C:33]=3[O:45][CH3:46])=[N:15][C:14]=2[N:13]([CH2:47][O:48][CH2:49][CH2:50][Si:51]([CH3:54])([CH3:53])[CH3:52])[CH:12]=1. Product: [NH2:27][C:25]1[CH:26]=[C:21]([CH:22]=[C:23]([F:30])[CH:24]=1)[O:20][C:18]1[C:19]2[C:11]([Cl:10])=[CH:12][N:13]([CH2:47][O:48][CH2:49][CH2:50][Si:51]([CH3:52])([CH3:53])[CH3:54])[C:14]=2[N:15]=[C:16]([NH:31][C:32]2[CH:37]=[CH:36][C:35]([N:38]3[CH2:39][CH2:40][N:41]([CH3:44])[CH2:42][CH2:43]3)=[CH:34][C:33]=2[O:45][CH3:46])[N:17]=1. The catalyst class is: 265. (3) Reactant: Br[CH2:2][CH2:3][CH2:4][CH2:5][C:6]1[C:10]2[CH:11]=[CH:12][CH:13]=[CH:14][C:9]=2[O:8][CH:7]=1.C([N:17]([CH2:20][CH3:21])CC)C.C(Cl)Cl.[CH3:25][OH:26]. Product: [O:8]1[C:9]2[CH:14]=[CH:13][CH:12]=[CH:11][C:10]=2[C:6]([CH2:5][CH2:4][CH2:3][CH2:2][NH:17][CH:20]2[CH2:21][C:14]3[C:13](=[CH:12][CH:11]=[CH:10][C:9]=3[O:8][CH3:7])[O:26][CH2:25]2)=[CH:7]1. The catalyst class is: 16. (4) The catalyst class is: 32. Product: [C:1]([O:5][C:6](=[O:21])[NH:7][C:8]1[CH:9]=[CH:10][C:11]([N:14]2[CH2:15][CH2:16][N:17]([CH3:20])[CH2:18][CH2:19]2)=[C:12]([Cl:22])[CH:13]=1)([CH3:4])([CH3:3])[CH3:2]. Reactant: [C:1]([O:5][C:6](=[O:21])[NH:7][C:8]1[CH:13]=[CH:12][C:11]([N:14]2[CH2:19][CH2:18][N:17]([CH3:20])[CH2:16][CH2:15]2)=[CH:10][CH:9]=1)([CH3:4])([CH3:3])[CH3:2].[Cl:22]N1C(=O)CCC1=O.O. (5) Reactant: [Cl:1][C:2]1[C:10]2[S:9][C:8]([C:11]([OH:13])=O)=[CH:7][C:6]=2[CH:5]=[CH:4][CH:3]=1.CN(C(ON1N=[N:29][C:24]2[CH:25]=[CH:26][CH:27]=[N:28][C:23]1=2)=[N+](C)C)C.F[P-](F)(F)(F)(F)F.[CH:38](N(CC)C(C)C)(C)[CH3:39]. Product: [ClH:1].[N:28]12[CH2:27][CH2:26][CH:25]([CH2:38][CH2:39]1)[C@@H:24]([NH:29][C:11]([C:8]1[S:9][C:10]3[C:2]([Cl:1])=[CH:3][CH:4]=[CH:5][C:6]=3[CH:7]=1)=[O:13])[CH2:23]2. The catalyst class is: 3. (6) Reactant: [F:1][CH:2]([F:10])[C:3]1[C:4]([NH2:9])=[N:5][CH:6]=[CH:7][CH:8]=1.[Br:11]N1C(=O)CCC1=O. Product: [Br:11][C:7]1[CH:8]=[C:3]([CH:2]([F:10])[F:1])[C:4]([NH2:9])=[N:5][CH:6]=1. The catalyst class is: 10.